Regression. Given two drug SMILES strings and cell line genomic features, predict the synergy score measuring deviation from expected non-interaction effect. From a dataset of NCI-60 drug combinations with 297,098 pairs across 59 cell lines. (1) Drug 2: C1=NC(=NC(=O)N1C2C(C(C(O2)CO)O)O)N. Synergy scores: CSS=46.4, Synergy_ZIP=-2.80, Synergy_Bliss=-5.79, Synergy_Loewe=-10.1, Synergy_HSA=-4.66. Drug 1: C1C(C(OC1N2C=NC3=C(N=C(N=C32)Cl)N)CO)O. Cell line: MDA-MB-435. (2) Drug 1: CC1C(C(CC(O1)OC2CC(CC3=C2C(=C4C(=C3O)C(=O)C5=C(C4=O)C(=CC=C5)OC)O)(C(=O)C)O)N)O.Cl. Drug 2: C1=CC(=CC=C1CCCC(=O)O)N(CCCl)CCCl. Cell line: BT-549. Synergy scores: CSS=24.0, Synergy_ZIP=-12.2, Synergy_Bliss=-1.60, Synergy_Loewe=-2.07, Synergy_HSA=1.08. (3) Drug 2: CCC1(CC2CC(C3=C(CCN(C2)C1)C4=CC=CC=C4N3)(C5=C(C=C6C(=C5)C78CCN9C7C(C=CC9)(C(C(C8N6C)(C(=O)OC)O)OC(=O)C)CC)OC)C(=O)OC)O.OS(=O)(=O)O. Drug 1: C(=O)(N)NO. Synergy scores: CSS=-3.36, Synergy_ZIP=3.20, Synergy_Bliss=4.67, Synergy_Loewe=-1.73, Synergy_HSA=0.365. Cell line: SF-295. (4) Drug 1: CC12CCC3C(C1CCC2=O)CC(=C)C4=CC(=O)C=CC34C. Drug 2: CC12CCC3C(C1CCC2O)C(CC4=C3C=CC(=C4)O)CCCCCCCCCS(=O)CCCC(C(F)(F)F)(F)F. Cell line: HOP-62. Synergy scores: CSS=32.0, Synergy_ZIP=-0.769, Synergy_Bliss=-2.12, Synergy_Loewe=-1.20, Synergy_HSA=-1.95. (5) Drug 1: C1=CC(=CC=C1CCCC(=O)O)N(CCCl)CCCl. Drug 2: CC1CCCC2(C(O2)CC(NC(=O)CC(C(C(=O)C(C1O)C)(C)C)O)C(=CC3=CSC(=N3)C)C)C. Cell line: CCRF-CEM. Synergy scores: CSS=29.2, Synergy_ZIP=-5.36, Synergy_Bliss=-15.7, Synergy_Loewe=-17.6, Synergy_HSA=-17.6. (6) Drug 1: CC1CCC2CC(C(=CC=CC=CC(CC(C(=O)C(C(C(=CC(C(=O)CC(OC(=O)C3CCCCN3C(=O)C(=O)C1(O2)O)C(C)CC4CCC(C(C4)OC)O)C)C)O)OC)C)C)C)OC. Drug 2: CC1CCCC2(C(O2)CC(NC(=O)CC(C(C(=O)C(C1O)C)(C)C)O)C(=CC3=CSC(=N3)C)C)C. Cell line: PC-3. Synergy scores: CSS=45.0, Synergy_ZIP=-3.57, Synergy_Bliss=-3.76, Synergy_Loewe=-6.07, Synergy_HSA=0.138.